Predict which catalyst facilitates the given reaction. From a dataset of Catalyst prediction with 721,799 reactions and 888 catalyst types from USPTO. (1) Reactant: [N:1]([C:4]1[CH:9]=[CH:8][C:7]([Cl:10])=[CH:6][C:5]=1[Cl:11])=[N+:2]=[N-:3].[Cl:12][C:13]1[CH:14]=[CH:15][C:16]([O:22][CH3:23])=[C:17]([CH2:19][C:20]#[N:21])[CH:18]=1.C[O-].[Na+]. Product: [Cl:12][C:13]1[CH:14]=[CH:15][C:16]([O:22][CH3:23])=[C:17]([C:19]2[N:3]=[N:2][N:1]([C:4]3[CH:9]=[CH:8][C:7]([Cl:10])=[CH:6][C:5]=3[Cl:11])[C:20]=2[NH2:21])[CH:18]=1. The catalyst class is: 162. (2) Reactant: C([Si](C)(C)[O:6][CH2:7][CH:8]([NH:18][C:19]1[N:24]=[C:23]([NH2:25])[C:22]([O:26][C:27]2[CH:32]=[C:31]([C:33]#[C:34][Si](C)(C)C)[C:30]([O:39][CH3:40])=[CH:29][C:28]=2[CH:41]([CH3:43])[CH3:42])=[CH:21][N:20]=1)[C:9](C)(C)[O:10][SiH2]C(C)(C)C)(C)(C)C.[F-].C([N+](CCCC)(CCCC)CCCC)CCC. Product: [NH2:25][C:23]1[C:22]([O:26][C:27]2[CH:32]=[C:31]([C:33]#[CH:34])[C:30]([O:39][CH3:40])=[CH:29][C:28]=2[CH:41]([CH3:43])[CH3:42])=[CH:21][N:20]=[C:19]([NH:18][CH:8]([CH2:7][OH:6])[CH2:9][OH:10])[N:24]=1. The catalyst class is: 1. (3) The catalyst class is: 169. Product: [CH3:18][N:16]1[CH2:17][C@H:4]2[C@@H:5]([N:6]([C:8]([O:10][C:11]([CH3:13])([CH3:14])[CH3:12])=[O:9])[CH2:7][C:2](=[O:1])[NH:3]2)[CH2:15]1. Reactant: [O:1]=[C:2]1[CH2:7][N:6]([C:8]([O:10][C:11]([CH3:14])([CH3:13])[CH3:12])=[O:9])[C@H:5]2[CH2:15][NH:16][CH2:17][C@@H:4]2[NH:3]1.[C:18](O[BH-](OC(=O)C)OC(=O)C)(=O)C.[Na+]. (4) Reactant: [CH3:1][C:2]1[N:7]2[N:8]=[C:9](/[CH:11]=[CH:12]/[C:13]3[N:17]([CH3:18])[N:16]=[C:15]([N:19]4[CH2:23][CH2:22][CH2:21][CH2:20]4)[N:14]=3)[N:10]=[C:6]2[C:5]([CH3:24])=[N:4][C:3]=1[CH3:25]. Product: [CH3:1][C:2]1[N:7]2[N:8]=[C:9]([CH2:11][CH2:12][C:13]3[N:17]([CH3:18])[N:16]=[C:15]([N:19]4[CH2:23][CH2:22][CH2:21][CH2:20]4)[N:14]=3)[N:10]=[C:6]2[C:5]([CH3:24])=[N:4][C:3]=1[CH3:25]. The catalyst class is: 285. (5) Reactant: O.[OH-].[Li+].C[O:5][C:6](=[O:40])[CH2:7][C:8]1[C:17]([CH3:18])=[C:16]([C:19]2[CH:24]=[CH:23][C:22]([S:25]([C:28]3[CH:33]=[CH:32][CH:31]=[CH:30][C:29]=3[O:34][C:35]([F:38])([F:37])[F:36])(=[O:27])=[O:26])=[CH:21][CH:20]=2)[C:15]2[C:10](=[CH:11][CH:12]=[C:13]([F:39])[CH:14]=2)[CH:9]=1. Product: [F:39][C:13]1[CH:14]=[C:15]2[C:10](=[CH:11][CH:12]=1)[CH:9]=[C:8]([CH2:7][C:6]([OH:40])=[O:5])[C:17]([CH3:18])=[C:16]2[C:19]1[CH:20]=[CH:21][C:22]([S:25]([C:28]2[CH:33]=[CH:32][CH:31]=[CH:30][C:29]=2[O:34][C:35]([F:37])([F:36])[F:38])(=[O:27])=[O:26])=[CH:23][CH:24]=1. The catalyst class is: 20. (6) Reactant: [N+:1]([C:4]1[CH:5]=[C:6]([CH:31]=[C:32]([C:34]([F:37])([F:36])[F:35])[CH:33]=1)[C:7]([NH:9][C:10]1[CH:15]=[CH:14][CH:13]=[C:12]([C:16]2[N:21]3[N:22]=[C:23]([C:25]4[CH:30]=[CH:29][N:28]=[CH:27][CH:26]=4)[CH:24]=[C:20]3[N:19]=[CH:18][CH:17]=2)[CH:11]=1)=[O:8])([O-])=O.[Cl-].[NH4+]. Product: [NH2:1][C:4]1[CH:5]=[C:6]([CH:31]=[C:32]([C:34]([F:37])([F:36])[F:35])[CH:33]=1)[C:7]([NH:9][C:10]1[CH:15]=[CH:14][CH:13]=[C:12]([C:16]2[N:21]3[N:22]=[C:23]([C:25]4[CH:26]=[CH:27][N:28]=[CH:29][CH:30]=4)[CH:24]=[C:20]3[N:19]=[CH:18][CH:17]=2)[CH:11]=1)=[O:8]. The catalyst class is: 190. (7) The catalyst class is: 5. Reactant: Br[CH2:2][C:3]([CH:5]1[CH2:10][CH2:9][C:8]2([CH2:15][CH2:14][CH2:13][CH2:12][CH2:11]2)[CH2:7][CH2:6]1)=O.[C:16]([O:20][C:21](=[O:35])[CH2:22][CH2:23][N:24]([CH2:28][C:29]1[S:30][C:31]([CH3:34])=[CH:32][CH:33]=1)[C:25]([NH2:27])=[S:26])([CH3:19])([CH3:18])[CH3:17]. Product: [C:16]([O:20][C:21](=[O:35])[CH2:22][CH2:23][N:24]([CH2:28][C:29]1[S:30][C:31]([CH3:34])=[CH:32][CH:33]=1)[C:25]1[S:26][CH:2]=[C:3]([CH:5]2[CH2:10][CH2:9][C:8]3([CH2:15][CH2:14][CH2:13][CH2:12][CH2:11]3)[CH2:7][CH2:6]2)[N:27]=1)([CH3:19])([CH3:18])[CH3:17].